From a dataset of Forward reaction prediction with 1.9M reactions from USPTO patents (1976-2016). Predict the product of the given reaction. (1) Given the reactants [OH:1][CH:2]1[CH2:7][CH2:6][N:5]([CH3:8])[CH2:4][CH2:3]1.[C:9]([OH:13])(=[O:12])[CH:10]=[CH2:11], predict the reaction product. The product is: [OH:1][CH:2]1[CH2:7][CH2:6][N+:5]([CH2:11][CH2:10][C:9]([O-:13])=[O:12])([CH3:8])[CH2:4][CH2:3]1. (2) Given the reactants C([N:5]1[CH:9]([CH2:10][NH:11][C:12](=[O:14])[CH3:13])[C:8]2[CH:15]=[C:16]([C:19]3[C:27]4[C:22](=[CH:23][C:24]([F:28])=[CH:25][CH:26]=4)[NH:21][CH:20]=3)[CH:17]=[CH:18][C:7]=2[S:6]1(=[O:30])=[O:29])(C)(C)C, predict the reaction product. The product is: [F:28][C:24]1[CH:23]=[C:22]2[C:27]([C:19]([C:16]3[CH:17]=[CH:18][C:7]4[S:6](=[O:30])(=[O:29])[NH:5][CH:9]([CH2:10][NH:11][C:12](=[O:14])[CH3:13])[C:8]=4[CH:15]=3)=[CH:20][NH:21]2)=[CH:26][CH:25]=1. (3) The product is: [C:1]([C:4]1[C:12]2[C:7](=[CH:8][C:9]([C:13](=[O:18])[CH2:14][S:15]([CH3:17])=[O:16])=[CH:10][CH:11]=2)[N:6]([CH2:19][C:20]([N:33]2[CH2:34][C@H:35]([F:37])[CH2:36][C@H:32]2[C:30]([NH:29][CH2:28][C:27]2[CH:38]=[CH:39][CH:40]=[C:25]([Cl:24])[C:26]=2[F:41])=[O:31])=[O:22])[CH:5]=1)(=[O:3])[CH3:2]. Given the reactants [C:1]([C:4]1[C:12]2[C:7](=[CH:8][C:9]([C:13](=[O:18])[CH2:14][S:15]([CH3:17])=[O:16])=[CH:10][CH:11]=2)[N:6]([CH2:19][C:20]([OH:22])=O)[CH:5]=1)(=[O:3])[CH3:2].Cl.[Cl:24][C:25]1[C:26]([F:41])=[C:27]([CH:38]=[CH:39][CH:40]=1)[CH2:28][NH:29][C:30]([C@@H:32]1[CH2:36][C@@H:35]([F:37])[CH2:34][NH:33]1)=[O:31].CN(C(ON1N=NC2C=CC=NC1=2)=[N+](C)C)C.F[P-](F)(F)(F)(F)F.CCN(C(C)C)C(C)C, predict the reaction product. (4) The product is: [CH2:1]([O:3][C:4](=[O:15])[C:5]1[CH:10]=[C:9]([F:11])[C:8]([S:12][CH3:13])=[N:7][C:6]=1[NH:19][CH:16]1[CH2:18][CH2:17]1)[CH3:2]. Given the reactants [CH2:1]([O:3][C:4](=[O:15])[C:5]1[CH:10]=[C:9]([F:11])[C:8]([S:12][CH3:13])=[N:7][C:6]=1Cl)[CH3:2].[CH:16]1([NH2:19])[CH2:18][CH2:17]1, predict the reaction product. (5) Given the reactants [Cl:1][C:2]1[N:7]=[N:6][C:5]([NH:8][NH2:9])=[C:4]([CH3:10])[C:3]=1[CH3:11].[N:12]#[C:13][Br:14], predict the reaction product. The product is: [BrH:14].[Cl:1][C:2]1[C:3]([CH3:11])=[C:4]([CH3:10])[C:5]2[N:6]([C:13]([NH2:12])=[N:9][N:8]=2)[N:7]=1. (6) Given the reactants [CH3:1][O:2][C:3](=[O:29])[C:4]1[CH:9]=[CH:8][C:7]([CH:10]([OH:28])[C:11]#[C:12][C:13]2[CH:18]=[C:17]([C:19]3[S:20][CH:21]=[CH:22][CH:23]=3)[C:16]([O:24][CH3:25])=[CH:15][C:14]=2[O:26][CH3:27])=[CH:6][CH:5]=1.[Cr](O[Cr]([O-])(=O)=O)([O-])(=O)=O.[NH+]1C=CC=CC=1.[NH+]1C=CC=CC=1, predict the reaction product. The product is: [CH3:1][O:2][C:3](=[O:29])[C:4]1[CH:5]=[CH:6][C:7]([C:10](=[O:28])[C:11]#[C:12][C:13]2[CH:18]=[C:17]([C:19]3[S:20][CH:21]=[CH:22][CH:23]=3)[C:16]([O:24][CH3:25])=[CH:15][C:14]=2[O:26][CH3:27])=[CH:8][CH:9]=1. (7) The product is: [ClH:35].[NH2:27][C@@H:22]1[C:23]2[C:19](=[C:18]([C:16]3[S:15][N:14]=[C:13]([C:5]4[CH:6]=[CH:7][C:8]([O:9][CH:10]([CH3:12])[CH3:11])=[C:3]([CH:4]=4)[C:1]#[N:2])[N:17]=3)[CH:26]=[CH:25][CH:24]=2)[CH2:20][CH2:21]1. Given the reactants [C:1]([C:3]1[CH:4]=[C:5]([C:13]2[N:17]=[C:16]([C:18]3[CH:26]=[CH:25][CH:24]=[C:23]4[C:19]=3[CH2:20][CH2:21][C@@H:22]4[NH:27]C(=O)OC(C)(C)C)[S:15][N:14]=2)[CH:6]=[CH:7][C:8]=1[O:9][CH:10]([CH3:12])[CH3:11])#[N:2].[ClH:35], predict the reaction product. (8) Given the reactants [CH2:1]([CH:3]1[O:5][CH2:4]1)Cl.[CH3:6][O:7][C:8]1[CH:13]=[CH:12][CH:11]=[CH:10][C:9]=1[OH:14].O1CCOCC1.[OH-].[Na+], predict the reaction product. The product is: [CH3:6][O:7][C:8]1[CH:13]=[CH:12][CH:11]=[CH:10][C:9]=1[O:14][CH2:1][CH:3]1[CH2:4][O:5]1. (9) Given the reactants Cl[C:2]1[CH:17]=[C:6]2[C:7]3[C:12]([CH2:13][CH2:14][N:5]2[C:4](=[O:18])[N:3]=1)=[CH:11][C:10]([O:15][CH3:16])=[CH:9][CH:8]=3.[Cl:19][C:20]1[CH:26]=[C:25]([CH3:27])[C:23]([NH2:24])=[C:22]([CH3:28])[CH:21]=1, predict the reaction product. The product is: [Cl:19][C:20]1[CH:26]=[C:25]([CH3:27])[C:23]([NH:24][C:2]2[CH:17]=[C:6]3[C:7]4[C:12]([CH2:13][CH2:14][N:5]3[C:4](=[O:18])[N:3]=2)=[CH:11][C:10]([O:15][CH3:16])=[CH:9][CH:8]=4)=[C:22]([CH3:28])[CH:21]=1.